Dataset: Forward reaction prediction with 1.9M reactions from USPTO patents (1976-2016). Task: Predict the product of the given reaction. Given the reactants I[C:2]1[C:6](=[O:7])[S:5][C:4]2=[C:8](I)[C:9](=[O:11])[S:10][C:3]=12.C([Sn](CCCC)(CCCC)[C:18]1[S:19][CH:20]=[CH:21][C:22]=1[CH2:23][CH2:24][CH2:25][CH2:26][CH2:27][CH2:28][CH2:29][CH3:30])CCC, predict the reaction product. The product is: [CH2:23]([C:22]1[CH:21]=[CH:20][S:19][C:18]=1[C:2]1[C:6](=[O:7])[S:5][C:4]2=[C:8]([C:18]3[S:19][CH:20]=[CH:21][C:22]=3[CH2:23][CH2:24][CH2:25][CH2:26][CH2:27][CH2:28][CH2:29][CH3:30])[C:9](=[O:11])[S:10][C:3]=12)[CH2:24][CH2:25][CH2:26][CH2:27][CH2:28][CH2:29][CH3:30].